This data is from CYP2C19 inhibition data for predicting drug metabolism from PubChem BioAssay. The task is: Regression/Classification. Given a drug SMILES string, predict its absorption, distribution, metabolism, or excretion properties. Task type varies by dataset: regression for continuous measurements (e.g., permeability, clearance, half-life) or binary classification for categorical outcomes (e.g., BBB penetration, CYP inhibition). Dataset: cyp2c19_veith. (1) The result is 1 (inhibitor). The drug is O=c1cc(-c2ccccc2)[nH]n1-c1ccc([N+](=O)[O-])cc1. (2) The drug is C[C@@]12CCC(=O)C=C1CC[C@@H]1[C@@H]2C(=O)C[C@]2(C)[C@@H]1CC[C@]2(O)C(=O)CO. The result is 0 (non-inhibitor). (3) The compound is COc1c(O[C@H]2O[C@@H](CO)[C@@H](O)[C@@H](O)[C@@H]2O)cc2c(c1OC)-c1ccc(SC)c(=O)cc1[C@H](NC(C)=O)CC2. The result is 0 (non-inhibitor). (4) The compound is CCOC(=O)C1=NO[C@@]2(C=C(Br)C3(OCCCO3)[C@H]3O[C@H]32)C1. The result is 0 (non-inhibitor). (5) The drug is Cc1ccc(C(=O)N2CCN(C3c4cccc5cccc(c45)C3NS(=O)(=O)c3ccccc3)CC2)cc1. The result is 1 (inhibitor). (6) The drug is CCCCCC(=O)Nc1cc2[nH]c(=O)cc(COC)c2cc1C. The result is 0 (non-inhibitor).